Task: Regression. Given a peptide amino acid sequence and an MHC pseudo amino acid sequence, predict their binding affinity value. This is MHC class II binding data.. Dataset: Peptide-MHC class II binding affinity with 134,281 pairs from IEDB (1) The peptide sequence is APEVKYTVFETALKK. The MHC is DRB1_1302 with pseudo-sequence DRB1_1302. The binding affinity (normalized) is 0.258. (2) The peptide sequence is LIDDVIAILPVDELY. The MHC is DRB1_1101 with pseudo-sequence DRB1_1101. The binding affinity (normalized) is 0.0751. (3) The peptide sequence is IGLVTQTINDFYFVI. The MHC is HLA-DPA10301-DPB10402 with pseudo-sequence HLA-DPA10301-DPB10402. The binding affinity (normalized) is 0.173. (4) The peptide sequence is NKALGLPKYTKLITFNVHNR. The MHC is DRB1_1501 with pseudo-sequence DRB1_1501. The binding affinity (normalized) is 0.898. (5) The peptide sequence is GEMQIVDKIDAAFKI. The MHC is DRB1_1101 with pseudo-sequence DRB1_1101. The binding affinity (normalized) is 0.455. (6) The peptide sequence is KKVGQVTLLDLLKLTVA. The MHC is HLA-DQA10201-DQB10303 with pseudo-sequence HLA-DQA10201-DQB10303. The binding affinity (normalized) is 0. (7) The binding affinity (normalized) is 0.148. The MHC is DRB1_0401 with pseudo-sequence DRB1_0401. The peptide sequence is KLKIQNVIIDECYGA.